The task is: Predict the product of the given reaction.. This data is from Forward reaction prediction with 1.9M reactions from USPTO patents (1976-2016). Given the reactants O=[C:2]([CH2:8][C:9]([O:11][CH3:12])=[O:10])[CH2:3][C:4]([O:6][CH3:7])=[O:5].C(=O)([O-])[O-].[Na+].[Na+].[C:19]([NH2:23])(=[O:22])[C:20]#[CH:21], predict the reaction product. The product is: [CH3:7][O:6][C:4](=[O:5])[CH2:3][C:2]1[NH:23][C:19](=[O:22])[CH:20]=[CH:21][C:8]=1[C:9]([O:11][CH3:12])=[O:10].